The task is: Predict the reaction yield, written as a fraction of the theoretical maximum amount of product (1.0 means a 100% yield; for example, 0.34 means a 34% yield).. This data is from Reaction yield outcomes from USPTO patents with 853,638 reactions. The reactants are N1CCCC1C(O)=O.[C:9]([CH2:11][C:12]([O:14][CH2:15][CH3:16])=[O:13])#[N:10].[C:17]1(=O)[CH2:22][CH2:21][CH2:20][CH2:19][CH2:18]1.O. The catalyst is C(O)C. The product is [C:9]([C:11](=[C:17]1[CH2:22][CH2:21][CH2:20][CH2:19][CH2:18]1)[C:12]([O:14][CH2:15][CH3:16])=[O:13])#[N:10]. The yield is 0.610.